Dataset: Reaction yield outcomes from USPTO patents with 853,638 reactions. Task: Predict the reaction yield, written as a fraction of the theoretical maximum amount of product (1.0 means a 100% yield; for example, 0.34 means a 34% yield). (1) The reactants are C(Cl)(=O)C(Cl)=O.[Br:7][C:8]1[O:12][C:11]([C:13]([OH:15])=O)=[CH:10][CH:9]=1.Cl.[F:17][C:18]1[CH:23]=[C:22]([S:24]([CH3:27])(=[O:26])=[O:25])[CH:21]=[CH:20][C:19]=1[N:28]1[C:32]2=[N:33][CH:34]=[N:35][C:36]([S:37][CH:38]3[CH2:43][CH2:42][NH:41][CH2:40][CH2:39]3)=[C:31]2[CH:30]=[N:29]1.C(N(CC)CC)C. The catalyst is ClCCl.CN(C=O)C. The product is [Br:7][C:8]1[O:12][C:11]([C:13]([N:41]2[CH2:42][CH2:43][CH:38]([S:37][C:36]3[N:35]=[CH:34][N:33]=[C:32]4[N:28]([C:19]5[CH:20]=[CH:21][C:22]([S:24]([CH3:27])(=[O:25])=[O:26])=[CH:23][C:18]=5[F:17])[N:29]=[CH:30][C:31]=34)[CH2:39][CH2:40]2)=[O:15])=[CH:10][CH:9]=1. The yield is 0.410. (2) The reactants are [CH3:1][O:2][C:3](=[O:6])[CH2:4][NH2:5].[OH:7][C:8]1[CH:9]=[C:10]([CH:13]=[CH:14][C:15]=1[O:16][CH3:17])[CH:11]=O. No catalyst specified. The product is [OH:7][C:8]1[CH:9]=[C:10]([CH:13]=[CH:14][C:15]=1[O:16][CH3:17])[CH2:11][NH:5][CH2:4][C:3]([O:2][CH3:1])=[O:6]. The yield is 0.470.